Dataset: Full USPTO retrosynthesis dataset with 1.9M reactions from patents (1976-2016). Task: Predict the reactants needed to synthesize the given product. (1) Given the product [F:26][C:2]1([F:1])[CH2:25][CH2:24][C:5]2([CH2:9][N:8]([C:10](=[O:20])[C@@H:11]([NH:12][C:13]([O:15][CH3:16])=[O:14])[CH:17]([CH3:19])[CH3:18])[C@H:7]([C:21]([O:23][CH2:59][C:58]([C:55]3[CH:56]=[CH:57][C:52]([C:49]4[CH:48]=[CH:47][C:46]([C:44](=[O:45])[CH2:43][O:42][C:40]([C@@H:39]5[CH2:62][CH2:63][CH2:64][N:38]5[C:36](=[O:37])[C@@H:32]([NH:31][C:29]([O:28][CH3:27])=[O:30])[CH:33]([CH3:35])[CH3:34])=[O:41])=[CH:51][CH:50]=4)=[CH:53][CH:54]=3)=[O:61])=[O:22])[CH2:6]2)[CH2:4][CH2:3]1, predict the reactants needed to synthesize it. The reactants are: [F:1][C:2]1([F:26])[CH2:25][CH2:24][C:5]2([CH2:9][N:8]([C:10](=[O:20])[C@H:11]([CH:17]([CH3:19])[CH3:18])[NH:12][C:13]([O:15][CH3:16])=[O:14])[C@H:7]([C:21]([OH:23])=[O:22])[CH2:6]2)[CH2:4][CH2:3]1.[CH3:27][O:28][C:29]([NH:31][C@H:32]([C:36]([N:38]1[CH2:64][CH2:63][CH2:62][C@H:39]1[C:40]([O:42][CH2:43][C:44]([C:46]1[CH:51]=[CH:50][C:49]([C:52]2[CH:57]=[CH:56][C:55]([C:58](=[O:61])[CH2:59]Br)=[CH:54][CH:53]=2)=[CH:48][CH:47]=1)=[O:45])=[O:41])=[O:37])[CH:33]([CH3:35])[CH3:34])=[O:30].C(N(CC)CC)C. (2) Given the product [F:36][C:24]1[C:23]([CH2:22][OH:21])=[CH:28][CH:27]=[CH:26][C:25]=1[C:29]1[CH:34]=[N:33][C:32]([O:1][CH2:2][CH:3]2[CH2:4][CH2:5][N:6]([C:9](=[O:11])[CH3:10])[CH2:7][CH2:8]2)=[N:31][CH:30]=1, predict the reactants needed to synthesize it. The reactants are: [OH:1][CH2:2][CH:3]1[CH2:8][CH2:7][N:6]([C:9](=[O:11])[CH3:10])[CH2:5][CH2:4]1.[H-].[Na+].[Si]([O:21][CH2:22][C:23]1[C:24]([F:36])=[C:25]([C:29]2[CH:30]=[N:31][C:32](Cl)=[N:33][CH:34]=2)[CH:26]=[CH:27][CH:28]=1)(C(C)(C)C)(C)C.CCCC[N+](CCCC)(CCCC)CCCC.[F-].C1COCC1. (3) Given the product [CH3:22][CH2:21][N:20]([CH:23]([CH3:25])[CH3:24])[CH:17]([CH3:19])[CH3:18].[ClH:14], predict the reactants needed to synthesize it. The reactants are: BrC1C=CC(C(O)=O)=NC=1.C(Cl)(=O)C([Cl:14])=O.[CH:17]([N:20]([CH:23]([CH3:25])[CH3:24])[CH2:21][CH3:22])([CH3:19])[CH3:18]. (4) Given the product [CH2:12]([O:11][CH:10]([O:14][CH2:15][CH3:16])[CH2:9][O:5][CH2:1][CH2:2][CH:3]=[CH2:4])[CH3:13], predict the reactants needed to synthesize it. The reactants are: [CH2:1]([OH:5])[CH2:2][CH:3]=[CH2:4].[H-].[Na+].Br[CH2:9][CH:10]([O:14][CH2:15][CH3:16])[O:11][CH2:12][CH3:13]. (5) The reactants are: Br[C:2]1[S:6][C:5]([S:7]([NH:10][C:11]2[CH:16]=[CH:15][CH:14]=[C:13]([C:17]3[NH:21][N:20]=[N:19][N:18]=3)[CH:12]=2)(=[O:9])=[O:8])=[CH:4][CH:3]=1.[N:22]1[CH:27]=[CH:26][C:25](B(O)O)=[CH:24][CH:23]=1. Given the product [N:22]1[CH:27]=[CH:26][C:25]([C:2]2[S:6][C:5]([S:7]([NH:10][C:11]3[CH:16]=[CH:15][CH:14]=[C:13]([C:17]4[NH:21][N:20]=[N:19][N:18]=4)[CH:12]=3)(=[O:9])=[O:8])=[CH:4][CH:3]=2)=[CH:24][CH:23]=1, predict the reactants needed to synthesize it. (6) Given the product [NH2:1][C:2]1[N:3]=[C:4]([NH:16][C:17]2[CH:18]=[CH:19][C:20]([N:23]3[CH2:28][CH2:27][NH:26][CH2:25][CH2:24]3)=[CH:21][CH:22]=2)[S:5][C:6]=1[C:7]([C:8]1[CH:13]=[CH:12][CH:11]=[C:10]([F:14])[CH:9]=1)=[O:15], predict the reactants needed to synthesize it. The reactants are: [NH2:1][C:2]1[N:3]=[C:4]([NH:16][C:17]2[CH:22]=[CH:21][C:20]([N:23]3[CH2:28][CH2:27][N:26](C(OC(C)(C)C)=O)[CH2:25][CH2:24]3)=[CH:19][CH:18]=2)[S:5][C:6]=1[C:7](=[O:15])[C:8]1[CH:13]=[CH:12][CH:11]=[C:10]([F:14])[CH:9]=1.C(O)(C(F)(F)F)=O.C(Cl)Cl. (7) Given the product [CH3:1][N+:2]1([CH3:26])[C@@H:3]2[C@@H:9]3[O:10][C@@H:8]3[C@H:7]1[CH2:6][C@@H:5]([O:11][C:12]([C:14]([OH:25])([C:15]1[S:19][CH:18]=[CH:17][CH:16]=1)[C:20]1[S:24][CH:23]=[CH:22][CH:21]=1)=[O:13])[CH2:4]2.[CH3:26][S:27]([O-:30])(=[O:29])=[O:28], predict the reactants needed to synthesize it. The reactants are: [CH3:1][N:2]1[C@@H:7]2[C@@H:8]3[O:10][C@@H:9]3[C@H:3]1[CH2:4][CH:5]([O:11][C:12]([C:14]([OH:25])([C:20]1[S:24][CH:23]=[CH:22][CH:21]=1)[C:15]1[S:19][CH:18]=[CH:17][CH:16]=1)=[O:13])[CH2:6]2.[CH3:26][S:27]([O:30]C)(=[O:29])=[O:28].